This data is from Forward reaction prediction with 1.9M reactions from USPTO patents (1976-2016). The task is: Predict the product of the given reaction. (1) Given the reactants [Br:1][C:2]1[CH:10]=[C:9]([F:11])[CH:8]=[C:7]2[C:3]=1[CH:4]=[C:5]([CH2:12][OH:13])[NH:6]2.CC(OI1(OC(C)=O)(OC(C)=O)OC(=O)C2C=CC=CC1=2)=O.C([O-])(O)=O.[Na+], predict the reaction product. The product is: [Br:1][C:2]1[CH:10]=[C:9]([F:11])[CH:8]=[C:7]2[C:3]=1[CH:4]=[C:5]([CH:12]=[O:13])[NH:6]2. (2) Given the reactants [CH2:1]([N:8]1[CH2:13][CH2:12][N:11]([C:14]2([C:27]#N)[CH2:19][CH2:18][N:17]([C:20]([O:22][C:23]([CH3:26])([CH3:25])[CH3:24])=[O:21])[CH2:16][CH2:15]2)[CH2:10][C@@H:9]1[CH3:29])[C:2]1[CH:7]=[CH:6][CH:5]=[CH:4][CH:3]=1.C(=O)=O.C(#N)C.C[Mg]Br.C(OCC)(=O)C, predict the reaction product. The product is: [CH2:1]([N:8]1[CH2:13][CH2:12][N:11]([C:14]2([CH3:27])[CH2:19][CH2:18][N:17]([C:20]([O:22][C:23]([CH3:26])([CH3:25])[CH3:24])=[O:21])[CH2:16][CH2:15]2)[CH2:10][C@@H:9]1[CH3:29])[C:2]1[CH:3]=[CH:4][CH:5]=[CH:6][CH:7]=1. (3) Given the reactants N[C:2](N)=[S:3].[CH3:5][O:6][C:7]1[CH:18]=[CH:17][C:10]([CH2:11][O:12][CH2:13][CH:14]2CO2)=[CH:9][CH:8]=1, predict the reaction product. The product is: [CH3:5][O:6][C:7]1[CH:18]=[CH:17][C:10]([CH2:11][O:12][CH2:13][CH:14]2[CH2:2][S:3]2)=[CH:9][CH:8]=1.